The task is: Predict the reaction yield, written as a fraction of the theoretical maximum amount of product (1.0 means a 100% yield; for example, 0.34 means a 34% yield).. This data is from Reaction yield outcomes from USPTO patents with 853,638 reactions. No catalyst specified. The yield is 0.100. The product is [F:21][CH:22]1[CH2:27][CH2:26][N:25]([C:2]2[CH:7]=[CH:6][N:5]3[CH:8]=[C:9]([C:11]4[CH:16]=[CH:15][C:14]([N:17]([CH3:19])[CH3:18])=[CH:13][CH:12]=4)[N:10]=[C:4]3[CH:3]=2)[CH2:24][CH2:23]1. The reactants are Br[C:2]1[CH:7]=[CH:6][N:5]2[CH:8]=[C:9]([C:11]3[CH:16]=[CH:15][C:14]([N:17]([CH3:19])[CH3:18])=[CH:13][CH:12]=3)[N:10]=[C:4]2[CH:3]=1.Cl.[F:21][CH:22]1[CH2:27][CH2:26][NH:25][CH2:24][CH2:23]1.